Predict the reaction yield, written as a fraction of the theoretical maximum amount of product (1.0 means a 100% yield; for example, 0.34 means a 34% yield). From a dataset of Reaction yield outcomes from USPTO patents with 853,638 reactions. (1) The reactants are [F:1][C:2]1[CH:3]=[CH:4][C:5]2[C:14]([CH:15]=1)=[C:13]1[C:8]([CH:9]=[CH:10][CH:11]=[CH:12]1)=[N:7][C:6]=2[NH2:16].[C:17](Cl)(=O)[CH3:18].C(=O)(O)[O-].[Na+]. The catalyst is O.C(O)(C)C. The product is [F:1][C:2]1[CH:3]=[CH:4][C:5]2[C:6]3[N:7]([CH:17]=[CH:18][N:16]=3)[C:8]3[CH:9]=[CH:10][CH:11]=[CH:12][C:13]=3[C:14]=2[CH:15]=1. The yield is 0.520. (2) The reactants are [CH2:1]([OH:10])[CH2:2][CH2:3][CH2:4][CH2:5][CH2:6][CH2:7][CH2:8][OH:9].[N+:11]([C:14]1[CH:21]=[CH:20][CH:19]=[C:18]([N+]([O-])=O)[C:15]=1[C:16]#[N:17])([O-:13])=[O:12].C1CCN2C(=NCCC2)CC1. The catalyst is C1COCC1. The product is [OH:9][CH2:8][CH2:7][CH2:6][CH2:5][CH2:4][CH2:3][CH2:2][CH2:1][O:10][C:18]1[CH:19]=[CH:20][CH:21]=[C:14]([N+:11]([O-:13])=[O:12])[C:15]=1[C:16]#[N:17]. The yield is 0.623. (3) The reactants are [CH2:1]([CH:8]1[CH2:13][CH2:12][N:11]([C:14]2[C:19](Br)=[C:18]([CH3:21])[N:17]=[C:16]([CH3:22])[C:15]=2[C@H:23]([O:30][C:31]([CH3:34])([CH3:33])[CH3:32])[C:24]([O:26][CH:27]([CH3:29])[CH3:28])=[O:25])[CH2:10][CH2:9]1)[C:2]1[CH:7]=[CH:6][CH:5]=[CH:4][CH:3]=1.[F:35][C:36]1[CH:61]=[CH:60][C:39]([CH2:40][CH2:41][O:42][C:43]2[CH:48]=[CH:47][C:46](B3OC(=O)CN(C)CC(=O)O3)=[CH:45][CH:44]=2)=[CH:38][CH:37]=1.C1(P(C2CCCCC2)C2C=CC=CC=2C2C(OC)=CC=CC=2OC)CCCCC1.[O-]P([O-])([O-])=O.[K+].[K+].[K+]. The catalyst is O1CCOCC1.O.CCOC(C)=O.C(O[Pd]OC(=O)C)(=O)C. The product is [CH2:1]([CH:8]1[CH2:13][CH2:12][N:11]([C:14]2[C:19]([C:46]3[CH:45]=[CH:44][C:43]([O:42][CH2:41][CH2:40][C:39]4[CH:38]=[CH:37][C:36]([F:35])=[CH:61][CH:60]=4)=[CH:48][CH:47]=3)=[C:18]([CH3:21])[N:17]=[C:16]([CH3:22])[C:15]=2[C@H:23]([O:30][C:31]([CH3:34])([CH3:33])[CH3:32])[C:24]([O:26][CH:27]([CH3:29])[CH3:28])=[O:25])[CH2:10][CH2:9]1)[C:2]1[CH:7]=[CH:6][CH:5]=[CH:4][CH:3]=1. The yield is 0.390. (4) The reactants are CCCC[N+](CCCC)(CCCC)CCCC.[F-].C[Si](C)(C)[C:21]#[C:22][CH2:23][CH2:24][N:25]1[CH:33]=[C:32]2[C:27]([CH:28]=[CH:29][CH:30]=[CH:31]2)=[N:26]1.C[Si](C)(C)C#CCCN1C2C(=CC=CC=2)C=N1.C(N1C2C(=CC=CC=2)C=N1)CC#C. The catalyst is C1COCC1.O. The product is [CH2:24]([N:25]1[CH:33]=[C:32]2[C:27]([CH:28]=[CH:29][CH:30]=[CH:31]2)=[N:26]1)[CH2:23][C:22]#[CH:21]. The yield is 0.910. (5) The reactants are [C:1]([NH:4][CH2:5][CH2:6][C:7]1[N:16]=[C:15]([C:17]([OH:19])=O)[C:14]2[C:9](=[CH:10][CH:11]=[CH:12][CH:13]=2)[N:8]=1)(=[O:3])[CH3:2].Cl.[OH:21][C:22]1[C:31]([CH3:32])=[CH:30][CH:29]=[C:28]2[C:23]=1[CH2:24][CH2:25][NH:26][CH2:27]2. No catalyst specified. The product is [C:1]([NH:4][CH2:5][CH2:6][C:7]1[N:16]=[C:15]([C:17]([N:26]2[CH2:25][CH2:24][C:23]3[C:28](=[CH:29][CH:30]=[C:31]([CH3:32])[C:22]=3[OH:21])[CH2:27]2)=[O:19])[C:14]2[C:9](=[CH:10][CH:11]=[CH:12][CH:13]=2)[N:8]=1)(=[O:3])[CH3:2]. The yield is 0.0700. (6) The catalyst is CO. The reactants are [Br:1][C:2]1[C:17]([O:18][CH2:19][C@@H:20]([NH:25]C(=O)OC(C)(C)C)[CH2:21][CH:22]([CH3:24])[CH3:23])=[CH:16][C:5]2[N:6]([CH3:15])[C:7](=[O:14])[C:8]3[C:13]([C:4]=2[CH:3]=1)=[CH:12][CH:11]=[N:10][CH:9]=3.Cl.O1CCOCC1. The product is [NH2:25][C@@H:20]([CH2:21][CH:22]([CH3:24])[CH3:23])[CH2:19][O:18][C:17]1[C:2]([Br:1])=[CH:3][C:4]2[C:13]3[C:8](=[CH:9][N:10]=[CH:11][CH:12]=3)[C:7](=[O:14])[N:6]([CH3:15])[C:5]=2[CH:16]=1. The yield is 0.300. (7) The reactants are Cl.[NH2:2][C:3]1[CH:12]=[C:11]([C:13]([O:15][CH3:16])=[O:14])[CH:10]=[CH:9][C:4]=1[C:5](OC)=[O:6].[N:17]#[C:18][NH2:19]. The catalyst is C(#N)C. The product is [NH2:19][C:18]1[N:2]=[C:3]2[CH:4]([C:5](=[O:6])[N:17]=1)[CH:9]=[CH:10][C:11]([C:13]([O:15][CH3:16])=[O:14])=[CH:12]2. The yield is 0.787. (8) The reactants are [CH3:1][C:2]([C:13]1[CH:18]=[CH:17][C:16]([N+:19]([O-])=O)=[CH:15][CH:14]=1)([CH3:12])[CH2:3][NH:4][C:5](=[O:11])[O:6][C:7]([CH3:10])([CH3:9])[CH3:8].C([O-])=O.[NH4+]. The catalyst is CCO.[Pd]. The product is [CH3:12][C:2]([C:13]1[CH:18]=[CH:17][C:16]([NH2:19])=[CH:15][CH:14]=1)([CH3:1])[CH2:3][NH:4][C:5](=[O:11])[O:6][C:7]([CH3:8])([CH3:9])[CH3:10]. The yield is 0.830. (9) The reactants are [O:1]([C:8]1[CH:13]=[CH:12][C:11]([OH:14])=[CH:10][CH:9]=1)[C:2]1[CH:7]=[CH:6][CH:5]=[CH:4][CH:3]=1.[C:15](OC(=O)C)(=[O:17])[CH3:16]. The catalyst is N1C=CC=CC=1. The product is [O:1]([C:8]1[CH:9]=[CH:10][C:11]([O:14][C:15](=[O:17])[CH3:16])=[CH:12][CH:13]=1)[C:2]1[CH:7]=[CH:6][CH:5]=[CH:4][CH:3]=1. The yield is 0.970. (10) The reactants are Cl[C:2]1[N:7]=[C:6]([N:8]([CH3:10])[CH3:9])[CH:5]=[CH:4][N:3]=1.[CH2:11]([O:18][C:19](=[O:29])[NH:20][CH2:21][C@H:22]1[CH2:27][CH2:26][C@@H:25]([NH2:28])[CH2:24][CH2:23]1)[C:12]1[CH:17]=[CH:16][CH:15]=[CH:14][CH:13]=1.C([O-])(O)=O.[Na+]. The catalyst is CC(O)C. The product is [CH2:11]([O:18][C:19](=[O:29])[NH:20][CH2:21][C@H:22]1[CH2:27][CH2:26][C@@H:25]([NH:28][C:2]2[N:7]=[C:6]([N:8]([CH3:10])[CH3:9])[CH:5]=[CH:4][N:3]=2)[CH2:24][CH2:23]1)[C:12]1[CH:13]=[CH:14][CH:15]=[CH:16][CH:17]=1. The yield is 0.220.